The task is: Predict the reactants needed to synthesize the given product.. This data is from Full USPTO retrosynthesis dataset with 1.9M reactions from patents (1976-2016). (1) Given the product [NH2:1][C:2]1[C:3]([C:10]([NH:12][C:13]([NH:30][CH:26]2[CH2:27][CH2:28][CH2:29][NH:24][CH2:25]2)=[NH:14])=[O:11])=[N:4][C:5]([Cl:9])=[C:6]([NH2:8])[N:7]=1, predict the reactants needed to synthesize it. The reactants are: [NH2:1][C:2]1[C:3]([C:10]([NH:12][C:13](SC)=[NH:14])=[O:11])=[N:4][C:5]([Cl:9])=[C:6]([NH2:8])[N:7]=1.C(OC([N:24]1[CH2:29][CH2:28][CH2:27][C@H:26]([NH2:30])[CH2:25]1)=O)(C)(C)C.C(N(CC)CC)C. (2) Given the product [Cl:1][C:2]1[CH:14]=[CH:13][C:5]2[N:6]([CH2:9][C:10]([N:25]3[CH2:30][CH2:29][CH2:28][CH:27]([C:31]([NH2:33])=[O:32])[CH2:26]3)=[O:11])[N:7]=[N:8][C:4]=2[C:3]=1[O:15][C:16]1[CH:21]=[C:20]([C:22]#[N:23])[CH:19]=[C:18]([Cl:24])[CH:17]=1, predict the reactants needed to synthesize it. The reactants are: [Cl:1][C:2]1[CH:14]=[CH:13][C:5]2[N:6]([CH2:9][C:10](O)=[O:11])[N:7]=[N:8][C:4]=2[C:3]=1[O:15][C:16]1[CH:21]=[C:20]([C:22]#[N:23])[CH:19]=[C:18]([Cl:24])[CH:17]=1.[NH:25]1[CH2:30][CH2:29][CH2:28][CH:27]([C:31]([NH2:33])=[O:32])[CH2:26]1.[Cl-].C(N=C=NCCC[NH+](C)C)C.N1C2C(=NC=CC=2)N(O)N=1.C(N(CC)CC)C. (3) Given the product [NH2:18][C:14]1[N:13]=[C:12]([NH:11][C:4]2[C:5]3[CH2:10][CH2:9][CH2:8][C:6]=3[N:7]=[C:2]([N:19]3[CH2:26][CH2:25][CH2:24][CH:20]3[C:21]([O:23][CH3:27])=[O:22])[N:3]=2)[CH:17]=[CH:16][CH:15]=1, predict the reactants needed to synthesize it. The reactants are: Cl[C:2]1[N:3]=[C:4]([NH:11][C:12]2[CH:17]=[CH:16][CH:15]=[C:14]([NH2:18])[N:13]=2)[C:5]2[CH2:10][CH2:9][CH2:8][C:6]=2[N:7]=1.[NH:19]1[CH2:26][CH2:25][CH2:24][C@H:20]1[C:21]([OH:23])=[O:22].[C:27](O)(C(F)(F)F)=O. (4) Given the product [Cl:11][C:10]1[CH:9]=[C:8]2[C:4]([C:5]([CH:12]=[O:13])=[CH:6][NH:7]2)=[CH:3][C:2]=1[C:20]1[CH:19]=[CH:18][CH:17]=[C:16]([O:15][CH3:14])[CH:21]=1, predict the reactants needed to synthesize it. The reactants are: Br[C:2]1[CH:3]=[C:4]2[C:8](=[CH:9][C:10]=1[Cl:11])[NH:7][CH:6]=[C:5]2[CH:12]=[O:13].[CH3:14][O:15][C:16]1[CH:17]=[C:18](B(O)O)[CH:19]=[CH:20][CH:21]=1.C(=O)([O-])[O-].[K+].[K+]. (5) Given the product [F:1][C:2]1[CH:10]=[C:9]2[C:5]([C:6]([I:21])=[CH:7][N:8]2[S:11]([C:14]2[CH:15]=[CH:16][C:17]([CH3:18])=[CH:19][CH:20]=2)(=[O:12])=[O:13])=[CH:4][C:3]=1[C:22]1[O:23][C:32]([NH:31][CH:34]([CH3:36])[CH3:35])=[N:25][N:24]=1, predict the reactants needed to synthesize it. The reactants are: [F:1][C:2]1[CH:10]=[C:9]2[C:5]([C:6]([I:21])=[CH:7][N:8]2[S:11]([C:14]2[CH:20]=[CH:19][C:17]([CH3:18])=[CH:16][CH:15]=2)(=[O:13])=[O:12])=[CH:4][C:3]=1[C:22]([NH:24][NH2:25])=[O:23].C1COCC1.[N:31]([CH:34]([CH3:36])[CH3:35])=[C:32]=S.CCN=C=NCCCN(C)C.Cl.